This data is from Peptide-MHC class II binding affinity with 134,281 pairs from IEDB. The task is: Regression. Given a peptide amino acid sequence and an MHC pseudo amino acid sequence, predict their binding affinity value. This is MHC class II binding data. (1) The peptide sequence is LGALTGTYVYNHLTPLRDWA. The MHC is DRB1_1101 with pseudo-sequence DRB1_1101. The binding affinity (normalized) is 0.726. (2) The peptide sequence is LSKEYQDRQGKTPLT. The MHC is DRB1_0101 with pseudo-sequence DRB1_0101. The binding affinity (normalized) is 0.301. (3) The peptide sequence is FLAVALVAGPAGSYA. The MHC is HLA-DQA10401-DQB10402 with pseudo-sequence HLA-DQA10401-DQB10402. The binding affinity (normalized) is 0.304. (4) The peptide sequence is FSNVYLFAKDKSGPL. The MHC is HLA-DPA10201-DPB10101 with pseudo-sequence HLA-DPA10201-DPB10101. The binding affinity (normalized) is 0.391. (5) The binding affinity (normalized) is 0.410. The MHC is HLA-DQA10104-DQB10503 with pseudo-sequence HLA-DQA10104-DQB10503. The peptide sequence is NMVVERLGDYLVEQG. (6) The peptide sequence is AFKCAATAANAAPAN. The MHC is DRB1_0701 with pseudo-sequence DRB1_0701. The binding affinity (normalized) is 0.484.